Dataset: Forward reaction prediction with 1.9M reactions from USPTO patents (1976-2016). Task: Predict the product of the given reaction. (1) Given the reactants [Cl:1][C:2]1[CH:31]=[CH:30][C:5]2[N:6]=[C:7]([C:9]3[C:10]([F:29])=[CH:11][C:12]([F:28])=[C:13]([C@:15]4([CH3:27])[C:21]([F:23])([F:22])[C:20]([CH3:25])([CH3:24])[O:19][CH2:18][C:17](=O)[NH:16]4)[CH:14]=3)[O:8][C:4]=2[CH:3]=1.COC1C=CC(P2(SP(C3C=CC(OC)=CC=3)(=S)S2)=[S:41])=CC=1, predict the reaction product. The product is: [Cl:1][C:2]1[CH:31]=[CH:30][C:5]2[N:6]=[C:7]([C:9]3[C:10]([F:29])=[CH:11][C:12]([F:28])=[C:13]([C@:15]4([CH3:27])[C:21]([F:23])([F:22])[C:20]([CH3:25])([CH3:24])[O:19][CH2:18][C:17](=[S:41])[NH:16]4)[CH:14]=3)[O:8][C:4]=2[CH:3]=1. (2) Given the reactants [Cl:1][C:2]1[CH:3]=[N:4][C:5]2[C:10]([CH:11]=1)=[CH:9][C:8]([CH2:12][C:13]1[CH:14]=[C:15]([CH:19]=[CH:20][N:21]=1)[C:16]([OH:18])=O)=[CH:7][CH:6]=2.[NH2:22][CH2:23][C:24]1[CH:25]=[CH:26][C:27]([N:31]([CH3:33])[CH3:32])=[N:28][C:29]=1[CH3:30].CN(C(ON1N=NC2C=CC=NC1=2)=[N+](C)C)C.F[P-](F)(F)(F)(F)F.CCN(CC)CC, predict the reaction product. The product is: [Cl:1][C:2]1[CH:3]=[N:4][C:5]2[C:10]([CH:11]=1)=[CH:9][C:8]([CH2:12][C:13]1[CH:14]=[C:15]([CH:19]=[CH:20][N:21]=1)[C:16]([NH:22][CH2:23][C:24]1[C:29]([CH3:30])=[N:28][C:27]([N:31]([CH3:33])[CH3:32])=[CH:26][CH:25]=1)=[O:18])=[CH:7][CH:6]=2. (3) Given the reactants Br[C:2]1[C:3]([S:8][C:9]([CH3:16])([CH3:15])[C:10]([O:12][CH2:13][CH3:14])=[O:11])=[N:4][CH:5]=[CH:6][CH:7]=1.CC1(C)C(C)(C)OB([C:25]2[C:34]3[C:29](=[CH:30][CH:31]=[CH:32][CH:33]=3)[C:28]([C:35]#[N:36])=[CH:27][CH:26]=2)O1.C(=O)([O-])[O-].[Na+].[Na+], predict the reaction product. The product is: [C:35]([C:28]1[C:29]2[C:34](=[CH:33][CH:32]=[CH:31][CH:30]=2)[C:25]([C:2]2[C:3]([S:8][C:9]([CH3:16])([CH3:15])[C:10]([O:12][CH2:13][CH3:14])=[O:11])=[N:4][CH:5]=[CH:6][CH:7]=2)=[CH:26][CH:27]=1)#[N:36]. (4) Given the reactants C(OC([NH:8][C@H:9]([C:22]([NH:24][CH2:25][CH2:26][C:27]([O:29][CH2:30][CH2:31][O:32][C:33]1[CH:38]=[CH:37][C:36]([C:39]2[C:44]([C:45]#[N:46])=[C:43]([N:47]3[CH2:51][CH2:50][CH2:49][CH2:48]3)[N:42]=[C:41]([S:52][CH2:53][C:54]3[N:55]=[C:56]([C:59]4[CH:64]=[CH:63][C:62]([Cl:65])=[CH:61][CH:60]=4)[S:57][CH:58]=3)[C:40]=2[C:66]#[N:67])=[CH:35][CH:34]=1)=[O:28])=[O:23])[CH2:10][CH2:11][CH2:12][CH2:13][NH:14]C(OC(C)(C)C)=O)=O)(C)(C)C.[ClH:68], predict the reaction product. The product is: [ClH:65].[ClH:68].[NH2:8][C@H:9]([C:22]([NH:24][CH2:25][CH2:26][C:27]([O:29][CH2:30][CH2:31][O:32][C:33]1[CH:34]=[CH:35][C:36]([C:39]2[C:44]([C:45]#[N:46])=[C:43]([N:47]3[CH2:48][CH2:49][CH2:50][CH2:51]3)[N:42]=[C:41]([S:52][CH2:53][C:54]3[N:55]=[C:56]([C:59]4[CH:60]=[CH:61][C:62]([Cl:65])=[CH:63][CH:64]=4)[S:57][CH:58]=3)[C:40]=2[C:66]#[N:67])=[CH:37][CH:38]=1)=[O:28])=[O:23])[CH2:10][CH2:11][CH2:12][CH2:13][NH2:14]. (5) Given the reactants [F:1][C:2]1[CH:7]=[CH:6][C:5]([Mg]Br)=[CH:4][CH:3]=1.[CH3:10][C:11]1([CH3:21])[CH2:16][O:15][CH:14]([CH2:17][CH2:18][CH:19]=[O:20])[O:13][CH2:12]1, predict the reaction product. The product is: [F:1][C:2]1[CH:7]=[CH:6][C:5]([CH:19]([OH:20])[CH2:18][CH2:17][CH:14]2[O:15][CH2:16][C:11]([CH3:10])([CH3:21])[CH2:12][O:13]2)=[CH:4][CH:3]=1. (6) Given the reactants [C:1](OC1C2C(=CC=C(C)C=2)N(CC)C1=O)(=[O:8])[C:2]1[CH:7]=[CH:6][CH:5]=[CH:4][CH:3]=1.[CH2:23]([N:27]1[C:35]2[C:30](=[CH:31][CH:32]=[CH:33][CH:34]=2)[C:29](=[O:36])[C:28]1=[O:37])[CH:24]([CH3:26])[CH3:25], predict the reaction product. The product is: [C:1]([O:36][CH:29]1[C:30]2[C:35](=[CH:34][CH:33]=[CH:32][CH:31]=2)[N:27]([CH2:23][CH:24]([CH3:26])[CH3:25])[C:28]1=[O:37])(=[O:8])[C:2]1[CH:7]=[CH:6][CH:5]=[CH:4][CH:3]=1. (7) Given the reactants [C:1]([C:5]1[CH:6]=[CH:7][C:8]([CH3:21])=[C:9]([NH:11][C:12]2[C:17]([O:18][CH3:19])=[CH:16][N:15]=[C:14](Cl)[N:13]=2)[CH:10]=1)([CH3:4])([CH3:3])[CH3:2].Cl.Cl.[NH:24]1[CH2:29][CH2:28][CH:27]([CH2:30][C:31]2[CH:36]=[CH:35][N:34]=[CH:33][CH:32]=2)[CH2:26][CH2:25]1.C(N(C(C)C)CC)(C)C, predict the reaction product. The product is: [C:1]([C:5]1[CH:6]=[CH:7][C:8]([CH3:21])=[C:9]([NH:11][C:12]2[C:17]([O:18][CH3:19])=[CH:16][N:15]=[C:14]([N:34]3[CH2:35][CH2:36][CH:31]([CH2:30][C:27]4[CH:26]=[CH:25][N:24]=[CH:29][CH:28]=4)[CH2:32][CH2:33]3)[N:13]=2)[CH:10]=1)([CH3:4])([CH3:3])[CH3:2].